Predict the reactants needed to synthesize the given product. From a dataset of Full USPTO retrosynthesis dataset with 1.9M reactions from patents (1976-2016). (1) Given the product [F:9][C:8]1[CH:7]=[CH:6][C:5](/[CH:10]=[CH:11]/[C:12]2([OH:18])[CH2:17][CH2:16][N:15]([C:31](=[O:32])[CH2:30][C:27]3[CH:26]=[CH:25][C:24]([N:19]4[CH:23]=[N:22][N:21]=[N:20]4)=[CH:29][CH:28]=3)[CH2:14][CH2:13]2)=[CH:4][C:3]=1[C:1]#[N:2], predict the reactants needed to synthesize it. The reactants are: [C:1]([C:3]1[CH:4]=[C:5](/[CH:10]=[CH:11]/[C:12]2([OH:18])[CH2:17][CH2:16][NH:15][CH2:14][CH2:13]2)[CH:6]=[CH:7][C:8]=1[F:9])#[N:2].[N:19]1([C:24]2[CH:29]=[CH:28][C:27]([CH2:30][C:31](O)=[O:32])=[CH:26][CH:25]=2)[CH:23]=[N:22][N:21]=[N:20]1. (2) The reactants are: C([O:8][CH2:9][C:10]1([CH2:13][N:14]2[CH:18]=[C:17]([B:19]3[O:23][C:22]([CH3:25])([CH3:24])[C:21]([CH3:27])([CH3:26])[O:20]3)[CH:16]=[N:15]2)[CH2:12][CH2:11]1)C1C=CC=CC=1. Given the product [CH3:26][C:21]1([CH3:27])[C:22]([CH3:24])([CH3:25])[O:23][B:19]([C:17]2[CH:16]=[N:15][N:14]([CH2:13][C:10]3([CH2:9][OH:8])[CH2:12][CH2:11]3)[CH:18]=2)[O:20]1, predict the reactants needed to synthesize it. (3) Given the product [O:27]1[C:31]2[CH:32]=[CH:33][C:34]([C:2]3[CH:3]=[CH:4][C:5]([C:8]4[N:14]([CH2:15][C@@H:16]5[CH2:20][CH2:19][N:18]([C:21]([CH:23]6[CH2:25][CH2:24]6)=[O:22])[CH2:17]5)[C:13](=[O:26])[C:10]5([CH2:11][CH2:12]5)[N:9]=4)=[CH:6][CH:7]=3)=[CH:35][C:30]=2[CH:29]=[CH:28]1, predict the reactants needed to synthesize it. The reactants are: Br[C:2]1[CH:7]=[CH:6][C:5]([C:8]2[N:14]([CH2:15][C@@H:16]3[CH2:20][CH2:19][N:18]([C:21]([CH:23]4[CH2:25][CH2:24]4)=[O:22])[CH2:17]3)[C:13](=[O:26])[C:10]3([CH2:12][CH2:11]3)[N:9]=2)=[CH:4][CH:3]=1.[O:27]1[C:31]2[CH:32]=[CH:33][C:34](B3OC(C)(C)C(C)(C)O3)=[CH:35][C:30]=2[CH:29]=[CH:28]1.C([O-])([O-])=O.[Na+].[Na+]. (4) Given the product [CH3:1][O:2][C:3]1[C:8]([C:9]([N:31]([O:30][CH3:26])[CH3:32])=[O:11])=[CH:7][N:6]=[C:5]([O:12][CH3:13])[CH:4]=1, predict the reactants needed to synthesize it. The reactants are: [CH3:1][O:2][C:3]1[C:8]([C:9]([OH:11])=O)=[CH:7][N:6]=[C:5]([O:12][CH3:13])[CH:4]=1.CCN(C(C)C)C(C)C.CN([C:26]([O:30][N:31]1N=NC2C=CC=N[C:32]1=2)=[N+](C)C)C.F[P-](F)(F)(F)(F)F.Cl.CONC. (5) Given the product [C:1]([O:5][C:6](=[O:23])[NH:7][C:8]1[CH:13]=[CH:12][C:11]([NH:14][C:15]([O:17][C:18]([CH3:21])([CH3:20])[CH3:19])=[O:16])=[C:10]([CH:31]([OH:33])[CH3:32])[CH:9]=1)([CH3:4])([CH3:3])[CH3:2], predict the reactants needed to synthesize it. The reactants are: [C:1]([O:5][C:6](=[O:23])[NH:7][C:8]1[CH:13]=[CH:12][C:11]([NH:14][C:15]([O:17][C:18]([CH3:21])([CH3:20])[CH3:19])=[O:16])=[C:10](Br)[CH:9]=1)([CH3:4])([CH3:3])[CH3:2].C[Li].C([Li])(C)(C)C.[CH:31](=[O:33])[CH3:32]. (6) Given the product [CH2:55]([N:39]1[C:40]2[C:45](=[CH:44][CH:43]=[C:42]([O:47][CH2:48][CH2:49][CH2:50][NH:51][C:52]([NH2:54])=[NH:53])[CH:41]=2)[CH:46]=[C:37]([CH2:36][C:35]([OH:63])=[O:34])[C:38]1=[O:62])[C:56]1[CH:61]=[CH:60][CH:59]=[CH:58][CH:57]=1, predict the reactants needed to synthesize it. The reactants are: FC(F)(F)C(O)=O.COC(=O)CC1CC2C(=CC(OCCCCNC(N)=N)=CC=2)NC1=O.C[O:34][C:35](=[O:63])[CH2:36][C:37]1[C:38](=[O:62])[N:39]([CH2:55][C:56]2[CH:61]=[CH:60][CH:59]=[CH:58][CH:57]=2)[C:40]2[C:45]([CH:46]=1)=[CH:44][CH:43]=[C:42]([O:47][CH2:48][CH2:49][CH2:50][NH:51][C:52]([NH2:54])=[NH:53])[CH:41]=2.